From a dataset of Catalyst prediction with 721,799 reactions and 888 catalyst types from USPTO. Predict which catalyst facilitates the given reaction. (1) Reactant: [CH:1]([O-])=[O:2].[Na+].[CH3:5][O:6][C:7]([C:9]1[CH:10]=[C:11]([CH3:28])[C:12]2[O:18][C:17]3[C:19]([Cl:24])=[CH:20][C:21]([NH2:23])=[CH:22][C:16]=3[CH2:15][S:14](=[O:26])(=[O:25])[C:13]=2[CH:27]=1)=[O:8]. Product: [CH3:5][O:6][C:7]([C:9]1[CH:10]=[C:11]([CH3:28])[C:12]2[O:18][C:17]3[C:19]([Cl:24])=[CH:20][C:21]([NH:23][CH:1]=[O:2])=[CH:22][C:16]=3[CH2:15][S:14](=[O:26])(=[O:25])[C:13]=2[CH:27]=1)=[O:8]. The catalyst class is: 106. (2) Reactant: Cl[C:2]1[C:7]([N+:8]([O-:10])=[O:9])=[CH:6][C:5]([Br:11])=[CH:4][N:3]=1.[CH3:12][O-:13].[Na+]. Product: [CH3:12][O:13][C:2]1[C:7]([N+:8]([O-:10])=[O:9])=[CH:6][C:5]([Br:11])=[CH:4][N:3]=1. The catalyst class is: 5. (3) Reactant: [Cl:1][C:2]1[N:7]=[C:6](Cl)[C:5]([CH3:9])=[CH:4][N:3]=1.[NH3:10].CO. Product: [Cl:1][C:2]1[N:7]=[C:6]([NH2:10])[C:5]([CH3:9])=[CH:4][N:3]=1. The catalyst class is: 1. (4) Reactant: [NH2:1][C:2]1[CH:15]=[CH:14][C:13]([F:16])=[CH:12][C:3]=1[C:4]([NH:6][C@H:7]([CH3:11])[C:8](O)=[O:9])=[O:5].O.OC1C2N=NNC=2C=CC=1.Cl.C(N=C=NCCCN(C)C)C.O. Product: [F:16][C:13]1[CH:14]=[CH:15][C:2]2[NH:1][C:8](=[O:9])[C@@H:7]([CH3:11])[NH:6][C:4](=[O:5])[C:3]=2[CH:12]=1. The catalyst class is: 9. (5) Reactant: [C:1]([O:5][C:6]([N:8]1[CH2:13][C@@H:12]([N:14]([C:19]([C:21]2[N:25]([CH2:26][CH2:27][CH2:28][CH2:29][O:30][CH3:31])[C:24]3[CH:32]=[CH:33][CH:34]=[C:35]([O:36][CH3:37])[C:23]=3[N:22]=2)=[O:20])[CH2:15][CH:16]([CH3:18])[CH3:17])[CH2:11][C@@H:10]([C:38]([OH:40])=O)[CH2:9]1)=[O:7])([CH3:4])([CH3:3])[CH3:2].[NH:41]1[CH2:46][CH2:45][CH2:44][CH2:43][CH2:42]1.C1C=CC2N(O)N=NC=2C=1.CCN=C=NCCCN(C)C.Cl. Product: [CH3:37][O:36][C:35]1[C:23]2[N:22]=[C:21]([C:19]([N:14]([CH2:15][CH:16]([CH3:18])[CH3:17])[C@H:12]3[CH2:11][C@@H:10]([C:38]([N:41]4[CH2:46][CH2:45][CH2:44][CH2:43][CH2:42]4)=[O:40])[CH2:9][N:8]([C:6]([O:5][C:1]([CH3:2])([CH3:3])[CH3:4])=[O:7])[CH2:13]3)=[O:20])[N:25]([CH2:26][CH2:27][CH2:28][CH2:29][O:30][CH3:31])[C:24]=2[CH:32]=[CH:33][CH:34]=1. The catalyst class is: 338. (6) Reactant: [Cl:1][C:2]1[CH:3]=[C:4]([CH2:9][S:10]([NH:13][C:14]2[C:19]([O:20][CH3:21])=[CH:18][C:17](I)=[CH:16][N:15]=2)(=[O:12])=[O:11])[CH:5]=[C:6]([Cl:8])[CH:7]=1.[Cu][C:24]#[N:25]. Product: [C:24]([C:17]1[CH:18]=[C:19]([O:20][CH3:21])[C:14]([NH:13][S:10]([CH2:9][C:4]2[CH:3]=[C:2]([Cl:1])[CH:7]=[C:6]([Cl:8])[CH:5]=2)(=[O:12])=[O:11])=[N:15][CH:16]=1)#[N:25]. The catalyst class is: 37. (7) Reactant: [C:1]([C:3]1[CH:4]=[C:5]2[C:9](=[CH:10][CH:11]=1)[NH:8][CH:7]=[CH:6]2)#[N:2].[OH-].[Na+].ClCCl.Br[CH2:18][CH2:19][CH2:20][C:21]([O:23]CC)=[O:22].[OH-].C([N+](CCCC)(CCCC)CCCC)CCC. Product: [C:1]([C:3]1[CH:4]=[C:5]2[C:9](=[CH:10][CH:11]=1)[N:8]([CH2:18][CH2:19][CH2:20][C:21]([OH:23])=[O:22])[CH:7]=[CH:6]2)#[N:2]. The catalyst class is: 6.